Dataset: Reaction yield outcomes from USPTO patents with 853,638 reactions. Task: Predict the reaction yield, written as a fraction of the theoretical maximum amount of product (1.0 means a 100% yield; for example, 0.34 means a 34% yield). (1) The reactants are C(OC([NH:8][C@H:9]1[CH2:14][CH2:13][CH2:12][N:11]([CH2:15][CH2:16][O:17][C:18](=[O:23])[C:19]([CH3:22])([CH3:21])[CH3:20])[CH2:10]1)=O)(C)(C)C.C(O)(C(F)(F)F)=O.C1(C)C=CC=CC=1. The catalyst is C(Cl)Cl. The product is [NH2:8][C@H:9]1[CH2:14][CH2:13][CH2:12][N:11]([CH2:15][CH2:16][O:17][C:18](=[O:23])[C:19]([CH3:21])([CH3:20])[CH3:22])[CH2:10]1. The yield is 0.890. (2) The reactants are [CH2:1]([O:3][C:4]([C:6]1[CH2:10][C:9]([O-:11])=[C:8](C(OC)=O)[C:7]=1[CH2:16][CH3:17])=[O:5])[CH3:2].[Na+].[Cl-].[K+].CC(O)=O.C([O-])(O)=O.[Na+]. The catalyst is O.C1(C)C=CC=CC=1. The product is [CH2:16]([C:7]1[CH:6]([C:4]([O:3][CH2:1][CH3:2])=[O:5])[CH2:10][C:9](=[O:11])[CH:8]=1)[CH3:17]. The yield is 0.690. (3) The reactants are [CH3:1][NH:2][CH2:3][C:4]1[CH:9]=[CH:8][CH:7]=[C:6]([O:10][C:11]([F:14])([F:13])[F:12])[C:5]=1[O:15][CH2:16][CH2:17][CH3:18].[C:19](Cl)(=[O:22])[CH:20]=[CH2:21].C(N(CC)CC)C. The catalyst is C(Cl)Cl. The product is [CH3:1][N:2]([CH2:3][C:4]1[CH:9]=[CH:8][CH:7]=[C:6]([O:10][C:11]([F:12])([F:13])[F:14])[C:5]=1[O:15][CH2:16][CH2:17][CH3:18])[C:19](=[O:22])[CH:20]=[CH2:21]. The yield is 0.900. (4) The reactants are [N+:1]([C:4]1[CH:12]=[CH:11][C:7]([C:8](Cl)=O)=[CH:6][CH:5]=1)([O-:3])=[O:2].[NH2:13][C:14]1[CH:19]=[CH:18][CH:17]=[CH:16][C:15]=1[SH:20]. The catalyst is C1C=CC=CC=1. The product is [N+:1]([C:4]1[CH:12]=[CH:11][C:7]([C:8]2[S:20][C:15]3[CH:16]=[CH:17][CH:18]=[CH:19][C:14]=3[N:13]=2)=[CH:6][CH:5]=1)([O-:3])=[O:2]. The yield is 0.732. (5) The yield is 0.990. The catalyst is C(O)(=O)C. The reactants are C[C@@H]1O[C@@H](OC(C[C@H](CC(O[C@H](CC(O[C@@H:37]2[C@@H:44]([C:45]([OH:47])=[O:46])[N:43]([CH3:48])[C:41](=[O:42])[C@H:40]([C@H:49]([O:65][C@@H:66]3[O:70][C@H:69]([CH2:71][NH2:72])[C@@H:68]([OH:73])[C@H:67]3[OH:74])[C@H:50]3[O:54][C@@H:53]([N:55]4[C:61](=[O:62])[NH:60][C:58](=[O:59])[CH:57]=[CH:56]4)[C@H:52]([OH:63])[C@@H:51]3[OH:64])[N:39]([CH3:75])[CH2:38]2)=O)CCCCCCCCCCCC(C)C)=O)C)=O)[C@H](OC)[C@H](OC)[C@H]1OC. The product is [CH3:75][N:39]1[C@@H:40]([CH:49]([O:65][C@@H:66]2[O:70][C@H:69]([CH2:71][NH2:72])[C@@H:68]([OH:73])[C@H:67]2[OH:74])[C@H:50]2[O:54][C@@H:53]([N:55]3[C:61](=[O:62])[NH:60][C:58](=[O:59])[CH:57]=[CH:56]3)[C@H:52]([OH:63])[C@@H:51]2[OH:64])[C:41](=[O:42])[N:43]([CH3:48])[C:44]([C:45]([OH:47])=[O:46])=[CH:37][CH2:38]1.